From a dataset of Full USPTO retrosynthesis dataset with 1.9M reactions from patents (1976-2016). Predict the reactants needed to synthesize the given product. (1) The reactants are: [O:1]=[O+][O-].[CH:4]([C:6]1[CH:11]=[CH:10][C:9]([C:12]2([C:15]#[N:16])[CH2:14][CH2:13]2)=[CH:8][CH:7]=1)=C.C(Cl)Cl. Given the product [CH:4]([C:6]1[CH:11]=[CH:10][C:9]([C:12]2([C:15]#[N:16])[CH2:14][CH2:13]2)=[CH:8][CH:7]=1)=[O:1], predict the reactants needed to synthesize it. (2) Given the product [Cl:1][C:2]1[CH:28]=[CH:27][C:5]([CH2:6][N:7]2[C:15]3[C:10](=[CH:11][C:12]([CH:16]=[C:17]4[S:21][C:20]([N:42]5[CH2:41][CH2:40][CH:39]([N:38]6[C:34]([CH3:33])=[N:35][N:36]=[C:37]6[CH3:45])[CH2:44][CH2:43]5)=[N:19][C:18]4=[O:26])=[CH:13][CH:14]=3)[CH:9]=[N:8]2)=[C:4]([C:29]([F:30])([F:31])[F:32])[CH:3]=1, predict the reactants needed to synthesize it. The reactants are: [Cl:1][C:2]1[CH:28]=[CH:27][C:5]([CH2:6][N:7]2[C:15]3[C:10](=[CH:11][C:12]([CH:16]=[C:17]4[S:21][C:20](SCCC)=[N:19][C:18]4=[O:26])=[CH:13][CH:14]=3)[CH:9]=[N:8]2)=[C:4]([C:29]([F:32])([F:31])[F:30])[CH:3]=1.[CH3:33][C:34]1[N:38]([CH:39]2[CH2:44][CH2:43][NH:42][CH2:41][CH2:40]2)[C:37]([CH3:45])=[N:36][N:35]=1. (3) Given the product [C:7]12([C:17]3[CH:23]=[CH:22][C:20]([NH:21][C:35](=[O:36])[C:34]4[CH:38]=[C:39]([N+:42]([O-:44])=[O:43])[CH:40]=[CH:41][C:33]=4[Br:32])=[C:19]([CH3:24])[CH:18]=3)[CH2:14][CH:13]3[CH2:15][CH:9]([CH2:10][CH:11]([CH2:12]3)[CH2:16]1)[CH2:8]2, predict the reactants needed to synthesize it. The reactants are: O1CCCC1.Cl.[C:7]12([C:17]3[CH:23]=[CH:22][C:20]([NH2:21])=[C:19]([CH3:24])[CH:18]=3)[CH2:16][CH:11]3[CH2:12][CH:13]([CH2:15][CH:9]([CH2:10]3)[CH2:8]1)[CH2:14]2.C(N(CC)CC)C.[Br:32][C:33]1[CH:41]=[CH:40][C:39]([N+:42]([O-:44])=[O:43])=[CH:38][C:34]=1[C:35](Cl)=[O:36]. (4) Given the product [NH:1]1[CH2:5][CH2:4][CH2:3][C@H:2]1[C:6]([O:8][CH2:9][CH2:10][CH2:11][CH:12]=[CH2:13])=[O:7], predict the reactants needed to synthesize it. The reactants are: [N:1]1(C(OC(C)(C)C)=O)[CH2:5][CH2:4][CH2:3][C@H:2]1[C:6]([O:8][CH2:9][CH2:10][CH2:11][CH:12]=[CH2:13])=[O:7].FC(F)(F)C(O)=O. (5) The reactants are: [Cl:1][C:2]1[N:3]=[C:4]([N:21]2[CH2:26][CH2:25][O:24][CH2:23][CH2:22]2)[C:5]2[S:10][C:9]([CH2:11][N:12]3CCN4CCC[C@H]4[CH2:13]3)=[CH:8][C:6]=2[N:7]=1.Cl.[C:28]([O:32][C:33]([N:35]1[CH2:43][CH2:42][C:38]2(CN[CH2:39]2)[CH2:37][CH2:36]1)=[O:34])([CH3:31])([CH3:30])[CH3:29]. Given the product [C:28]([O:32][C:33]([N:35]1[CH2:43][CH2:42][C:38]2([CH2:13][N:12]([CH2:11][C:9]3[S:10][C:5]4[C:4]([N:21]5[CH2:26][CH2:25][O:24][CH2:23][CH2:22]5)=[N:3][C:2]([Cl:1])=[N:7][C:6]=4[CH:8]=3)[CH2:39]2)[CH2:37][CH2:36]1)=[O:34])([CH3:30])([CH3:29])[CH3:31], predict the reactants needed to synthesize it.